From a dataset of Peptide-MHC class II binding affinity with 134,281 pairs from IEDB. Regression. Given a peptide amino acid sequence and an MHC pseudo amino acid sequence, predict their binding affinity value. This is MHC class II binding data. (1) The peptide sequence is IELQIVDKIDAAFKI. The MHC is DRB1_0401 with pseudo-sequence DRB1_0401. The binding affinity (normalized) is 0.460. (2) The peptide sequence is FQKTILKATTALKDV. The MHC is DRB1_0701 with pseudo-sequence DRB1_0701. The binding affinity (normalized) is 0.769. (3) The peptide sequence is DTFRKDFRVYSNFLR. The binding affinity (normalized) is 0.318. The MHC is DRB1_0404 with pseudo-sequence DRB1_0404. (4) The peptide sequence is NAAYNAADHAAPEDK. The MHC is HLA-DPA10301-DPB10402 with pseudo-sequence HLA-DPA10301-DPB10402. The binding affinity (normalized) is 0. (5) The MHC is DRB3_0101 with pseudo-sequence DRB3_0101. The binding affinity (normalized) is 0.339. The peptide sequence is SVAYKAAVGATPEAK. (6) The peptide sequence is ALTALIRDPPADSTG. The MHC is HLA-DQA10301-DQB10302 with pseudo-sequence HLA-DQA10301-DQB10302. The binding affinity (normalized) is 0.279. (7) The peptide sequence is GKVDTGVAVSRGTAK. The MHC is DRB1_0801 with pseudo-sequence DRB1_0801. The binding affinity (normalized) is 0.385.